This data is from Full USPTO retrosynthesis dataset with 1.9M reactions from patents (1976-2016). The task is: Predict the reactants needed to synthesize the given product. (1) Given the product [F:3][C:4]1[CH:5]=[C:6]([CH:28]=[CH:29][C:30]=1[F:31])[CH2:7][C:8]1[S:9][C:10]2[CH:16]=[CH:15][CH:14]=[C:13]([C:17]3[CH:18]=[C:19]([CH:25]=[CH:26][CH:27]=3)[C:20]([NH2:35])=[O:21])[C:11]=2[CH:12]=1, predict the reactants needed to synthesize it. The reactants are: [OH-].[Na+].[F:3][C:4]1[CH:5]=[C:6]([CH:28]=[CH:29][C:30]=1[F:31])[CH2:7][C:8]1[S:9][C:10]2[CH:16]=[CH:15][CH:14]=[C:13]([C:17]3[CH:18]=[C:19]([CH:25]=[CH:26][CH:27]=3)[C:20](OCC)=[O:21])[C:11]=2[CH:12]=1.Cl.CC[N:35]=C=NCCCN(C)C.C1C=CC2N(O)N=NC=2C=1.N. (2) Given the product [Cl:23][C:24]1[C:25]([CH2:30][NH:31][C:12]([C@H:10]2[CH2:11][N:4]3[C@H:5]([CH2:6][O:7][C@@H:2]([CH3:1])[C:3]3=[O:15])[CH2:8][CH2:9]2)=[O:14])=[N:26][CH:27]=[CH:28][N:29]=1, predict the reactants needed to synthesize it. The reactants are: [CH3:1][C@@H:2]1[O:7][CH2:6][C@@H:5]2[CH2:8][CH2:9][C@@H:10]([C:12]([OH:14])=O)[CH2:11][N:4]2[C:3]1=[O:15].C(Cl)(=O)C(Cl)=O.Cl.[Cl:23][C:24]1[C:25]([CH2:30][NH2:31])=[N:26][CH:27]=[CH:28][N:29]=1.C(N(CC)CC)C. (3) The reactants are: [CH:1]1([N:6]2[CH2:12][C:11]([F:14])([F:13])[C:10](=[O:15])[N:9]([CH3:16])[C:8]3[CH:17]=[N:18][C:19]([NH:21][C:22]4[CH:30]=[CH:29][C:25]([C:26](O)=[O:27])=[CH:24][C:23]=4[O:31][CH3:32])=[N:20][C:7]2=3)[CH2:5][CH2:4][CH2:3][CH2:2]1.F[P-](F)(F)(F)(F)F.CN(C(N(C)C)=[N+]1C2C(=NC=CC=2)[N+]([O-])=N1)C.[C:57]([O:61][C:62](=[O:71])[NH:63][C@H:64]1[CH2:69][CH2:68][C@@H:67]([NH2:70])[CH2:66][CH2:65]1)([CH3:60])([CH3:59])[CH3:58].[OH-].[Na+]. Given the product [C:57]([O:61][C:62](=[O:71])[NH:63][C@H:64]1[CH2:65][CH2:66][C@@H:67]([NH:70][C:26](=[O:27])[C:25]2[CH:29]=[CH:30][C:22]([NH:21][C:19]3[N:18]=[CH:17][C:8]4[N:9]([CH3:16])[C:10](=[O:15])[C:11]([F:13])([F:14])[CH2:12][N:6]([CH:1]5[CH2:5][CH2:4][CH2:3][CH2:2]5)[C:7]=4[N:20]=3)=[C:23]([O:31][CH3:32])[CH:24]=2)[CH2:68][CH2:69]1)([CH3:60])([CH3:58])[CH3:59], predict the reactants needed to synthesize it. (4) Given the product [CH2:28]([N:35]([CH2:36][CH2:37][OH:38])[C:25](=[O:26])[CH2:24][N:14]([S:11]([C:8]1[CH:7]=[CH:6][C:5]([C:1]([CH3:3])([CH3:4])[CH3:2])=[CH:10][CH:9]=1)(=[O:13])=[O:12])[C:15]1[CH:23]=[C:22]2[C:18]([CH:19]=[N:20][NH:21]2)=[CH:17][CH:16]=1)[C:29]1[CH:34]=[CH:33][CH:32]=[CH:31][CH:30]=1, predict the reactants needed to synthesize it. The reactants are: [C:1]([C:5]1[CH:10]=[CH:9][C:8]([S:11]([N:14]([CH2:24][C:25](O)=[O:26])[C:15]2[CH:23]=[C:22]3[C:18]([CH:19]=[N:20][NH:21]3)=[CH:17][CH:16]=2)(=[O:13])=[O:12])=[CH:7][CH:6]=1)([CH3:4])([CH3:3])[CH3:2].[CH2:28]([NH:35][CH2:36][CH2:37][OH:38])[C:29]1[CH:34]=[CH:33][CH:32]=[CH:31][CH:30]=1. (5) The reactants are: [S:1]1[CH:5]=[CH:4][CH:3]=[C:2]1[CH:6]=O.[CH3:8][O:9][CH2:10][CH2:11][NH2:12].[C:13]1(=[O:24])[O:19][C:17](=O)[C:16]2=[CH:20][CH:21]=[CH:22][CH:23]=[C:15]2[CH2:14]1.Br.[CH3:26][C:27]1[N:28]=[C:29]([NH2:33])[S:30][C:31]=1[CH3:32]. Given the product [CH3:26][C:27]1[N:28]=[C:29]([NH:33][C:13]([CH:14]2[C:15]3[C:16](=[CH:20][CH:21]=[CH:22][CH:23]=3)[C:17](=[O:19])[N:12]([CH2:11][CH2:10][O:9][CH3:8])[CH:6]2[C:2]2[S:1][CH:5]=[CH:4][CH:3]=2)=[O:24])[S:30][C:31]=1[CH3:32], predict the reactants needed to synthesize it. (6) Given the product [ClH:25].[CH:1]1([CH2:7][O:8][C:9]2[C:10]3[N:11]([C:15]([C:19]([Cl:25])=[O:21])=[C:16]([CH3:18])[N:17]=3)[CH:12]=[CH:13][CH:14]=2)[CH2:6][CH2:5][CH2:4][CH2:3][CH2:2]1, predict the reactants needed to synthesize it. The reactants are: [CH:1]1([CH2:7][O:8][C:9]2[C:10]3[N:11]([C:15]([C:19]([OH:21])=O)=[C:16]([CH3:18])[N:17]=3)[CH:12]=[CH:13][CH:14]=2)[CH2:6][CH2:5][CH2:4][CH2:3][CH2:2]1.C(Cl)(=O)C([Cl:25])=O. (7) Given the product [Cl:36][C:12]1[C:7]([O:6][CH:3]([CH2:4][CH3:5])[CH2:1][CH3:2])=[CH:8][C:9]([CH3:27])=[C:10]([C:14]2[CH:19]=[CH:18][C:17]([O:20][C:21]([F:24])([F:23])[F:22])=[CH:16][C:15]=2[O:25][CH3:26])[N:11]=1, predict the reactants needed to synthesize it. The reactants are: [CH2:1]([CH:3]([O:6][C:7]1[CH:8]=[C:9]([CH3:27])[C:10]([C:14]2[CH:19]=[CH:18][C:17]([O:20][C:21]([F:24])([F:23])[F:22])=[CH:16][C:15]=2[O:25][CH3:26])=[N+:11]([O-])[CH:12]=1)[CH2:4][CH3:5])[CH3:2].C([O-])([O-])=O.[Na+].[Na+].O=P(Cl)(Cl)[Cl:36]. (8) Given the product [I:15][C:7]1[C:6]2[C:10](=[CH:11][CH:12]=[C:4]([CH:1]([CH3:3])[CH3:2])[CH:5]=2)[NH:9][N:8]=1, predict the reactants needed to synthesize it. The reactants are: [CH:1]([C:4]1[CH:5]=[C:6]2[C:10](=[CH:11][CH:12]=1)[NH:9][N:8]=[CH:7]2)([CH3:3])[CH3:2].[OH-].[K+].[I:15]I.[O-]S([O-])=O.[Na+].[Na+]. (9) The reactants are: [Cl:1][C:2]1[N:7]2[N:8]=[C:9]([C:11]3[CH:16]=[CH:15][CH:14]=[CH:13][C:12]=3[Cl:17])[CH:10]=[C:6]2[N:5]=[CH:4][CH:3]=1.[I:18]N1C(=O)CCC1=O. Given the product [Cl:1][C:2]1[N:7]2[N:8]=[C:9]([C:11]3[CH:16]=[CH:15][CH:14]=[CH:13][C:12]=3[Cl:17])[C:10]([I:18])=[C:6]2[N:5]=[CH:4][CH:3]=1, predict the reactants needed to synthesize it. (10) Given the product [OH:15][C:12]1[CH:11]=[CH:10][C:9]([C:8](=[C:16]2[CH2:17][C:18]([CH3:25])([CH3:24])[CH2:19][C:20]([CH3:23])([CH3:22])[CH2:21]2)[C:5]2[CH:4]=[CH:3][C:2]([C:33]3[CH:34]=[CH:35][C:30]([NH:29][C:26](=[O:28])[CH3:27])=[CH:31][CH:32]=3)=[CH:7][CH:6]=2)=[CH:14][CH:13]=1, predict the reactants needed to synthesize it. The reactants are: Br[C:2]1[CH:7]=[CH:6][C:5]([C:8](=[C:16]2[CH2:21][C:20]([CH3:23])([CH3:22])[CH2:19][C:18]([CH3:25])([CH3:24])[CH2:17]2)[C:9]2[CH:14]=[CH:13][C:12]([OH:15])=[CH:11][CH:10]=2)=[CH:4][CH:3]=1.[C:26]([NH:29][C:30]1[CH:35]=[CH:34][C:33](B(O)O)=[CH:32][CH:31]=1)(=[O:28])[CH3:27].C([O-])([O-])=O.[Na+].[Na+].CCOC(C)=O.